From a dataset of Reaction yield outcomes from USPTO patents with 853,638 reactions. Predict the reaction yield, written as a fraction of the theoretical maximum amount of product (1.0 means a 100% yield; for example, 0.34 means a 34% yield). The reactants are [CH2:1]([O:3][C:4](=[O:26])[C:5](=P(C1C=CC=CC=1)(C1C=CC=CC=1)C1C=CC=CC=1)[CH3:6])[CH3:2].[CH2:27](O)[CH:28]=[O:29]. The catalyst is C(Cl)Cl. The product is [CH2:1]([O:3][C:4](=[O:26])[C:5]([CH3:6])=[CH:27][CH2:28][OH:29])[CH3:2]. The yield is 0.900.